Dataset: Forward reaction prediction with 1.9M reactions from USPTO patents (1976-2016). Task: Predict the product of the given reaction. Given the reactants [C:1]([C:3]1[CH:4]=[C:5]([CH:10]=[C:11]([C:13]#[N:14])[CH:12]=1)[C:6]([O:8]C)=[O:7])#[N:2].[Li+].[OH-], predict the reaction product. The product is: [C:13]([C:11]1[CH:10]=[C:5]([CH:4]=[C:3]([C:1]#[N:2])[CH:12]=1)[C:6]([OH:8])=[O:7])#[N:14].